This data is from Reaction yield outcomes from USPTO patents with 853,638 reactions. The task is: Predict the reaction yield, written as a fraction of the theoretical maximum amount of product (1.0 means a 100% yield; for example, 0.34 means a 34% yield). (1) The reactants are [Cl:1][C:2]1[CH:7]=[C:6]([F:8])[CH:5]=[CH:4][C:3]=1[CH:9]1[CH2:14][CH:13]([C:15]([OH:17])=O)[CH2:12][CH2:11][N:10]1[C:18]([O:20][CH3:21])=[O:19].N1(C(N2C=CN=C2)=O)C=CN=C1.[CH2:34]([O:36][C:37](=[O:42])[CH2:38]C([O-])=O)[CH3:35].[K+].[Cl-].[Mg+2].[Cl-].Cl. The catalyst is CN1C2C(N=C(N)NC=2NCC1CNC1C=CC(C(NC(C(O)=O)CCC(O)=O)=O)=CC=1)=O.C(Cl)Cl. The product is [Cl:1][C:2]1[CH:7]=[C:6]([F:8])[CH:5]=[CH:4][C:3]=1[CH:9]1[CH2:14][CH:13]([C:15](=[O:17])[CH2:38][C:37]([O:36][CH2:34][CH3:35])=[O:42])[CH2:12][CH2:11][N:10]1[C:18]([O:20][CH3:21])=[O:19]. The yield is 0.636. (2) The reactants are [CH3:1][C:2]1[C:3]([CH:8]2[CH2:13][CH2:12][CH2:11][CH:10]([C:14]3[C:19]([CH3:20])=[CH:18][CH:17]=[CH:16][N:15]=3)[N:9]2[CH2:21][C:22]2[CH:27]=[CH:26][CH:25]=[CH:24][C:23]=2[N+:28]([O-])=O)=[N:4][CH:5]=[CH:6][CH:7]=1. The catalyst is CO.[Pd]. The product is [CH3:20][C:19]1[C:14]([CH:10]2[CH2:11][CH2:12][CH2:13][CH:8]([C:3]3[C:2]([CH3:1])=[CH:7][CH:6]=[CH:5][N:4]=3)[N:9]2[CH2:21][C:22]2[CH:27]=[CH:26][CH:25]=[CH:24][C:23]=2[NH2:28])=[N:15][CH:16]=[CH:17][CH:18]=1. The yield is 0.160. (3) The reactants are [CH3:1][CH:2]([CH3:27])[CH:3]([O:9][C:10](=[O:26])[CH2:11][CH:12]([CH2:17][NH:18]C(OC(C)(C)C)=O)[CH2:13][CH:14]([CH3:16])[CH3:15])[O:4][C:5](=[O:8])[CH2:6][CH3:7].[F:28][C:29]([F:34])([F:33])[C:30]([OH:32])=[O:31]. The catalyst is C(Cl)Cl. The product is [OH:32][C:30]([C:29]([F:34])([F:33])[F:28])=[O:31].[CH3:27][CH:2]([CH3:1])[CH:3]([O:9][C:10](=[O:26])[CH2:11][CH:12]([CH2:17][NH2:18])[CH2:13][CH:14]([CH3:15])[CH3:16])[O:4][C:5](=[O:8])[CH2:6][CH3:7]. The yield is 0.950.